Dataset: Catalyst prediction with 721,799 reactions and 888 catalyst types from USPTO. Task: Predict which catalyst facilitates the given reaction. (1) Reactant: [CH3:1][O:2][C:3]1[CH:4]=[C:5]([NH2:12])[C:6]([N+:9]([O-:11])=[O:10])=[N:7][CH:8]=1.[Cl:13][CH2:14][C:15](Cl)=[O:16]. Product: [Cl:13][CH2:14][C:15]([NH:12][C:5]1[C:6]([N+:9]([O-:11])=[O:10])=[N:7][CH:8]=[C:3]([O:2][CH3:1])[CH:4]=1)=[O:16]. The catalyst class is: 348. (2) Reactant: [CH3:1][C:2]1[CH:7]=[CH:6][CH:5]=[CH:4][C:3]=1[C:8](=[CH:13][O:14][CH3:15])[C:9]([O:11][CH3:12])=[O:10].O.N(C(C)(CC(OC)(C)C)C#N)=NC(C)(CC(C)(OC)C)C#N.[Br:39]Br. Product: [Br:39][CH2:1][C:2]1[CH:7]=[CH:6][CH:5]=[CH:4][C:3]=1[C:8](=[CH:13][O:14][CH3:15])[C:9]([O:11][CH3:12])=[O:10]. The catalyst class is: 159. (3) Reactant: C(NC(C)C)(C)C.C([Li])CCC.[N:13]1([C:22]2[C:31]3[C:26](=[CH:27][CH:28]=[CH:29][CH:30]=3)[N:25]=[CH:24][C:23]=2[F:32])[C:21]2[CH:20]=[CH:19][N:18]=[CH:17][C:16]=2[CH2:15][CH2:14]1.[I:33]I. Product: [N:13]1([C:22]2[C:31]3[C:26](=[CH:27][CH:28]=[CH:29][CH:30]=3)[N:25]=[C:24]([I:33])[C:23]=2[F:32])[C:21]2[CH:20]=[CH:19][N:18]=[CH:17][C:16]=2[CH2:15][CH2:14]1. The catalyst class is: 355. (4) Reactant: [CH3:1][C:2]1([CH3:22])[CH2:7][C:6]([CH3:9])([CH3:8])[CH2:5][CH:4]([C:10]2[CH:15]=[CH:14][CH:13]=[CH:12][C:11]=2[N:16]2[CH2:21][CH2:20][NH:19][CH2:18][CH2:17]2)[CH2:3]1.[C:23]1(=O)[CH2:26][CH2:25][CH2:24]1.C(O[BH-](OC(=O)C)OC(=O)C)(=O)C.[Na+].C(O)(=O)C.C(=O)([O-])O.[Na+]. Product: [CH:23]1([N:19]2[CH2:18][CH2:17][N:16]([C:11]3[CH:12]=[CH:13][CH:14]=[CH:15][C:10]=3[CH:4]3[CH2:3][C:2]([CH3:22])([CH3:1])[CH2:7][C:6]([CH3:8])([CH3:9])[CH2:5]3)[CH2:21][CH2:20]2)[CH2:26][CH2:25][CH2:24]1. The catalyst class is: 54. (5) Reactant: [CH3:1][O:2][C:3]1[CH:4]=[C:5]2[C:9](=[CH:10][CH:11]=1)[C:8](=[O:12])[CH:7]([CH2:13][C:14]([OH:16])=O)[CH2:6]2.CCN=C=N[CH2:22][CH2:23][CH2:24][N:25]([CH3:27])C.C1C=CC2N(O)N=NC=2C=1.CCN(C(C)C)C(C)C.N1CCCC1. Product: [CH3:1][O:2][C:3]1[CH:4]=[C:5]2[C:9](=[CH:10][CH:11]=1)[C:8](=[O:12])[CH:7]([CH2:13][C:14](=[O:16])[N:25]1[CH2:24][CH2:23][CH2:22][CH2:27]1)[CH2:6]2. The catalyst class is: 46. (6) Reactant: [NH:1]1[CH2:6][CH2:5][O:4][CH2:3][CH2:2]1.Br[CH2:8][C:9]1[O:13][N:12]=[C:11]([C:14]2[CH:19]=[CH:18][C:17]([C:20]([C:25]3[CH:38]=[CH:37][C:28]([O:29][CH2:30][C:31]4[CH:36]=[CH:35][CH:34]=[CH:33][N:32]=4)=[CH:27][CH:26]=3)([CH3:24])[CH:21]([CH3:23])[CH3:22])=[CH:16][CH:15]=2)[N:10]=1. Product: [CH3:24][C:20]([C:17]1[CH:16]=[CH:15][C:14]([C:11]2[N:10]=[C:9]([CH2:8][N:1]3[CH2:6][CH2:5][O:4][CH2:3][CH2:2]3)[O:13][N:12]=2)=[CH:19][CH:18]=1)([C:25]1[CH:38]=[CH:37][C:28]([O:29][CH2:30][C:31]2[CH:36]=[CH:35][CH:34]=[CH:33][N:32]=2)=[CH:27][CH:26]=1)[CH:21]([CH3:23])[CH3:22]. The catalyst class is: 2. (7) Reactant: [CH:1]([O:4][C:5]([N:7]1[CH2:12][CH2:11][CH:10]([O:13][C:14]2[C:19]([CH3:20])=[C:18](Cl)[N:17]=[CH:16][N:15]=2)[CH2:9][CH2:8]1)=[O:6])([CH3:3])[CH3:2].[Cl:22][C:23]1[N:28]=[C:27]([CH3:29])[C:26]([OH:30])=[CH:25][CH:24]=1.C(=O)([O-])[O-].[K+].[K+]. Product: [CH:1]([O:4][C:5]([N:7]1[CH2:12][CH2:11][CH:10]([O:13][C:14]2[C:19]([CH3:20])=[C:18]([O:30][C:26]3[C:27]([CH3:29])=[N:28][C:23]([Cl:22])=[CH:24][CH:25]=3)[N:17]=[CH:16][N:15]=2)[CH2:9][CH2:8]1)=[O:6])([CH3:3])[CH3:2]. The catalyst class is: 3.